Task: Predict which catalyst facilitates the given reaction.. Dataset: Catalyst prediction with 721,799 reactions and 888 catalyst types from USPTO (1) Reactant: [Cl:1][C:2]1[CH:3]=[C:4]([C:9]23[CH2:17][CH2:16][N:13]([CH2:14][CH2:15]2)[CH2:12][C:11]2[CH:18]=[C:19]([C:22]4[N:27]=[N:26][C:25]([C:28]([NH:30][CH3:31])=[O:29])=[CH:24][CH:23]=4)[CH:20]=[CH:21][C:10]3=2)[CH:5]=[CH:6][C:7]=1[F:8].C(#N)C.[C:35]([OH:44])(=[O:43])[C@@H:36]([C@H:38]([C:40]([OH:42])=[O:41])[OH:39])[OH:37]. Product: [C:40]([C@@H:38]([C@H:36]([C:35]([OH:44])=[O:43])[OH:37])[OH:39])([OH:42])=[O:41].[Cl:1][C:2]1[CH:3]=[C:4]([C:9]23[CH2:15][CH2:14][N:13]([CH2:16][CH2:17]2)[CH2:12][C:11]2[CH:18]=[C:19]([C:22]4[N:27]=[N:26][C:25]([C:28]([NH:30][CH3:31])=[O:29])=[CH:24][CH:23]=4)[CH:20]=[CH:21][C:10]3=2)[CH:5]=[CH:6][C:7]=1[F:8]. The catalyst class is: 6. (2) Reactant: [NH2:1][C:2]1[C:7]([F:8])=[CH:6][N:5]=[C:4](Cl)[N:3]=1.[C:10](=[N:18][OH:19])([C:12]1[CH:17]=[CH:16][CH:15]=[CH:14][CH:13]=1)[CH3:11].[H-].[Na+].O. Product: [NH2:1][C:2]1[C:7]([F:8])=[CH:6][N:5]=[C:4]([O:19][N:18]=[C:10]([C:12]2[CH:17]=[CH:16][CH:15]=[CH:14][CH:13]=2)[CH3:11])[N:3]=1. The catalyst class is: 85. (3) Reactant: [CH2:1]([S:3]([OH:6])(=[O:5])=[O:4])[CH3:2].[CH3:7][CH:8]([CH3:24])[CH2:9][N:10]1[C:22]2[C:21]3[N:20]=[CH:19][CH:18]=[CH:17][C:16]=3[N:15]=[C:14]([NH2:23])[C:13]=2[N:12]=[CH:11]1. Product: [OH2:4].[CH2:1]([S:3]([OH:6])(=[O:5])=[O:4])[CH3:2].[CH3:7][CH:8]([CH3:24])[CH2:9][N:10]1[C:22]2[C:21]3[N:20]=[CH:19][CH:18]=[CH:17][C:16]=3[N:15]=[C:14]([NH2:23])[C:13]=2[N:12]=[CH:11]1. The catalyst class is: 6. (4) Reactant: C([Li])(C)(C)C.[CH3:6][O:7][C:8]1[CH:13]=[CH:12][CH:11]=[CH:10][C:9]=1[CH:14]1N(C)CCN1C.C([O:24][B:25](OC(C)C)[O:26]C(C)C)(C)C.Cl.C1C[O:38]CC1. Product: [CH3:6][O:7][C:8]1[C:9]([CH:14]=[O:38])=[C:10]([B:25]([OH:26])[OH:24])[CH:11]=[CH:12][CH:13]=1. The catalyst class is: 13. (5) Reactant: [CH3:1][N:2]1[CH2:15][CH2:14][C:5]2[NH:6][C:7]3[CH:8]=[CH:9][C:10]([CH3:13])=[CH:11][C:12]=3[C:4]=2[CH2:3]1.[F:16][C:17]([F:27])([F:26])[C:18]1[CH:23]=[N:22][C:21]([CH:24]=[CH2:25])=[CH:20][N:19]=1.[OH-].[K+]. Product: [F:27][C:17]([F:16])([F:26])[C:18]1[N:19]=[CH:20][C:21]([CH2:24][CH2:25][N:6]2[C:7]3[CH:8]=[CH:9][C:10]([CH3:13])=[CH:11][C:12]=3[C:4]3[CH2:3][N:2]([CH3:1])[CH2:15][CH2:14][C:5]2=3)=[N:22][CH:23]=1. The catalyst class is: 37.